This data is from Forward reaction prediction with 1.9M reactions from USPTO patents (1976-2016). The task is: Predict the product of the given reaction. (1) The product is: [CH2:1]([O:8][C:9]1[CH:14]=[CH:13][N:12]=[C:11]([NH:16][NH2:17])[CH:10]=1)[C:2]1[CH:7]=[CH:6][CH:5]=[CH:4][CH:3]=1. Given the reactants [CH2:1]([O:8][C:9]1[CH:14]=[CH:13][N:12]=[C:11](Cl)[CH:10]=1)[C:2]1[CH:7]=[CH:6][CH:5]=[CH:4][CH:3]=1.[NH2:16][NH2:17], predict the reaction product. (2) Given the reactants [CH3:1][C:2]1[CH:11]=[CH:10][C:9]2[C:4](=[CH:5][CH:6]=[CH:7][C:8]=2[CH:12]2[CH2:17][CH2:16][N:15]([CH2:18][CH2:19][C:20]3[C:29]4[O:28][CH2:27][C:26]5=[C:30]([C:33]([O:35]CC)=O)[N:31]=[N:32][N:25]5[C:24]=4[CH:23]=[CH:22][CH:21]=3)[CH2:14][CH2:13]2)[N:3]=1.[OH-].[Li+].C[Si](C)(C)[NH:42][Si](C)(C)C.[ClH:49], predict the reaction product. The product is: [ClH:49].[ClH:49].[CH3:1][C:2]1[CH:11]=[CH:10][C:9]2[C:4](=[CH:5][CH:6]=[CH:7][C:8]=2[CH:12]2[CH2:17][CH2:16][N:15]([CH2:18][CH2:19][C:20]3[C:29]4[O:28][CH2:27][C:26]5=[C:30]([C:33]([NH2:42])=[O:35])[N:31]=[N:32][N:25]5[C:24]=4[CH:23]=[CH:22][CH:21]=3)[CH2:14][CH2:13]2)[N:3]=1. (3) Given the reactants [C:1]([C:5]1[CH:15]=[CH:14][C:8](/[CH:9]=[CH:10]/[C:11]([OH:13])=O)=[CH:7][CH:6]=1)([CH3:4])([CH3:3])[CH3:2].Cl.[OH:17][C:18]1[CH:25]=[CH:24][C:21]([CH2:22][NH2:23])=[CH:20][C:19]=1[O:26][CH3:27].C(N(CC)CC)C.F[P-](F)(F)(F)(F)F.N1(O[P+](N(C)C)(N(C)C)N(C)C)C2C=CC=CC=2N=N1, predict the reaction product. The product is: [C:1]([C:5]1[CH:6]=[CH:7][C:8](/[CH:9]=[CH:10]/[C:11]([NH:23][CH2:22][C:21]2[CH:24]=[CH:25][C:18]([OH:17])=[C:19]([O:26][CH3:27])[CH:20]=2)=[O:13])=[CH:14][CH:15]=1)([CH3:2])([CH3:3])[CH3:4]. (4) Given the reactants ON1C2C=CC=CC=2N=N1.[CH3:11][CH:12]([NH2:23])[CH2:13][C:14]1[C:22]2[C:17](=[CH:18][CH:19]=[CH:20][CH:21]=2)[NH:16][CH:15]=1.CN1CCOCC1.Cl.[CH3:32][N:33]([CH3:50])[C:34]1([C:44]2[CH:49]=[CH:48][CH:47]=[CH:46][CH:45]=2)[CH2:39][CH2:38][C:37](=[CH:40][C:41](O)=[O:42])[CH2:36][CH2:35]1.C1(N=C=NC2CCCCC2)CCCCC1.[OH-].[Na+], predict the reaction product. The product is: [CH3:50][N:33]([CH3:32])[C:34]1([C:44]2[CH:45]=[CH:46][CH:47]=[CH:48][CH:49]=2)[CH2:39][CH2:38][C:37](=[CH:40][C:41]([NH:23][CH:12]([CH3:11])[CH2:13][C:14]2[C:22]3[C:17](=[CH:18][CH:19]=[CH:20][CH:21]=3)[NH:16][CH:15]=2)=[O:42])[CH2:36][CH2:35]1. (5) Given the reactants Br[CH2:2][CH2:3][CH2:4][O:5][C:6]1[CH:11]=[CH:10][C:9]([CH3:12])=[C:8]([N+:13]([O-:15])=[O:14])[CH:7]=1.C([O-])([O-])=O.[K+].[K+].[NH:22]1[CH2:27][CH2:26][O:25][CH2:24][CH2:23]1, predict the reaction product. The product is: [CH3:12][C:9]1[CH:10]=[CH:11][C:6]([O:5][CH2:4][CH2:3][CH2:2][N:22]2[CH2:27][CH2:26][O:25][CH2:24][CH2:23]2)=[CH:7][C:8]=1[N+:13]([O-:15])=[O:14]. (6) Given the reactants [NH2:1][C:2]1[CH:9]=[CH:8][C:7]([Br:10])=[CH:6][C:3]=1[CH:4]=O.[NH2:11][C:12](N)=[O:13], predict the reaction product. The product is: [Br:10][C:7]1[CH:6]=[C:3]2[C:2](=[CH:9][CH:8]=1)[N:1]=[C:12]([OH:13])[N:11]=[CH:4]2.